Regression. Given two drug SMILES strings and cell line genomic features, predict the synergy score measuring deviation from expected non-interaction effect. From a dataset of NCI-60 drug combinations with 297,098 pairs across 59 cell lines. (1) Drug 1: CC1C(C(CC(O1)OC2CC(CC3=C2C(=C4C(=C3O)C(=O)C5=C(C4=O)C(=CC=C5)OC)O)(C(=O)C)O)N)O.Cl. Drug 2: CCC1(C2=C(COC1=O)C(=O)N3CC4=CC5=C(C=CC(=C5CN(C)C)O)N=C4C3=C2)O.Cl. Cell line: IGROV1. Synergy scores: CSS=22.2, Synergy_ZIP=-9.02, Synergy_Bliss=-5.05, Synergy_Loewe=-3.75, Synergy_HSA=-1.46. (2) Drug 1: CCC1=CC2CC(C3=C(CN(C2)C1)C4=CC=CC=C4N3)(C5=C(C=C6C(=C5)C78CCN9C7C(C=CC9)(C(C(C8N6C)(C(=O)OC)O)OC(=O)C)CC)OC)C(=O)OC.C(C(C(=O)O)O)(C(=O)O)O. Drug 2: CCN(CC)CCNC(=O)C1=C(NC(=C1C)C=C2C3=C(C=CC(=C3)F)NC2=O)C. Cell line: UACC-257. Synergy scores: CSS=22.5, Synergy_ZIP=-6.78, Synergy_Bliss=3.26, Synergy_Loewe=-6.98, Synergy_HSA=2.38. (3) Drug 1: C1=CC(=CC=C1C#N)C(C2=CC=C(C=C2)C#N)N3C=NC=N3. Drug 2: CC1=C2C(C(=O)C3(C(CC4C(C3C(C(C2(C)C)(CC1OC(=O)C(C(C5=CC=CC=C5)NC(=O)C6=CC=CC=C6)O)O)OC(=O)C7=CC=CC=C7)(CO4)OC(=O)C)O)C)OC(=O)C. Cell line: A498. Synergy scores: CSS=9.19, Synergy_ZIP=-3.48, Synergy_Bliss=0.507, Synergy_Loewe=-16.7, Synergy_HSA=-6.90. (4) Drug 1: CNC(=O)C1=CC=CC=C1SC2=CC3=C(C=C2)C(=NN3)C=CC4=CC=CC=N4. Drug 2: CCCS(=O)(=O)NC1=C(C(=C(C=C1)F)C(=O)C2=CNC3=C2C=C(C=N3)C4=CC=C(C=C4)Cl)F. Cell line: U251. Synergy scores: CSS=16.6, Synergy_ZIP=-6.10, Synergy_Bliss=-3.04, Synergy_Loewe=-5.26, Synergy_HSA=-2.11. (5) Drug 1: C1CCN(CC1)CCOC2=CC=C(C=C2)C(=O)C3=C(SC4=C3C=CC(=C4)O)C5=CC=C(C=C5)O. Drug 2: C1C(C(OC1N2C=NC3=C(N=C(N=C32)Cl)N)CO)O. Cell line: M14. Synergy scores: CSS=0.223, Synergy_ZIP=0.000720, Synergy_Bliss=-0.447, Synergy_Loewe=-8.67, Synergy_HSA=-4.55. (6) Drug 1: C1C(C(OC1N2C=NC3=C2NC=NCC3O)CO)O. Drug 2: COCCOC1=C(C=C2C(=C1)C(=NC=N2)NC3=CC=CC(=C3)C#C)OCCOC.Cl. Cell line: T-47D. Synergy scores: CSS=4.61, Synergy_ZIP=2.21, Synergy_Bliss=7.13, Synergy_Loewe=4.96, Synergy_HSA=4.93. (7) Drug 1: C1=NC2=C(N=C(N=C2N1C3C(C(C(O3)CO)O)O)F)N. Drug 2: CC1=C(N=C(N=C1N)C(CC(=O)N)NCC(C(=O)N)N)C(=O)NC(C(C2=CN=CN2)OC3C(C(C(C(O3)CO)O)O)OC4C(C(C(C(O4)CO)O)OC(=O)N)O)C(=O)NC(C)C(C(C)C(=O)NC(C(C)O)C(=O)NCCC5=NC(=CS5)C6=NC(=CS6)C(=O)NCCC[S+](C)C)O. Cell line: SF-295. Synergy scores: CSS=39.4, Synergy_ZIP=1.76, Synergy_Bliss=1.60, Synergy_Loewe=-24.8, Synergy_HSA=1.16. (8) Drug 1: CC1=C2C(C(=O)C3(C(CC4C(C3C(C(C2(C)C)(CC1OC(=O)C(C(C5=CC=CC=C5)NC(=O)OC(C)(C)C)O)O)OC(=O)C6=CC=CC=C6)(CO4)OC(=O)C)OC)C)OC. Drug 2: CN(CCCl)CCCl.Cl. Cell line: SK-MEL-28. Synergy scores: CSS=37.0, Synergy_ZIP=7.24, Synergy_Bliss=11.7, Synergy_Loewe=-7.93, Synergy_HSA=7.78. (9) Drug 1: C1CCC(CC1)NC(=O)N(CCCl)N=O. Drug 2: CC1CCCC2(C(O2)CC(NC(=O)CC(C(C(=O)C(C1O)C)(C)C)O)C(=CC3=CSC(=N3)C)C)C. Cell line: SK-MEL-5. Synergy scores: CSS=0.391, Synergy_ZIP=0.0279, Synergy_Bliss=4.72, Synergy_Loewe=-2.59, Synergy_HSA=0.215.